From a dataset of Forward reaction prediction with 1.9M reactions from USPTO patents (1976-2016). Predict the product of the given reaction. (1) Given the reactants I[C:2]1[C:3]([C:24]2[CH:29]=[CH:28][N:27]=[CH:26][CH:25]=2)=[N:4][N:5]2[C:10]([CH:11]3[CH2:17][CH:16]4[N:18]([C:19]([O:21][CH2:22][CH3:23])=[O:20])[CH:13]([CH2:14][CH2:15]4)[CH2:12]3)=[CH:9][CH:8]=[N:7][C:6]=12.C(=O)([O-])[O-].[Na+].[Na+].[CH2:36]([CH2:39][O:40][CH3:41])OC, predict the reaction product. The product is: [CH2:22]([O:21][C:19]([N:18]1[CH:13]2[CH2:14][CH2:15][CH:16]1[CH2:17][CH:11]([C:10]1[N:5]3[N:4]=[C:3]([C:24]4[CH:25]=[CH:26][N:27]=[CH:28][CH:29]=4)[C:2]([C:6]4[CH:2]=[CH:3][C:24]([CH3:25])=[C:39]([O:40][CH3:41])[CH:36]=4)=[C:6]3[N:7]=[CH:8][CH:9]=1)[CH2:12]2)=[O:20])[CH3:23]. (2) Given the reactants N1C=CC=CC=1.[Cl:7][C:8]1[CH:9]=[CH:10][C:11]([O:22][CH2:23][C:24]2[CH:29]=[CH:28][CH:27]=[CH:26][CH:25]=2)=[C:12]([CH2:14][C:15]2[S:16][CH:17]=[C:18]([CH2:20][OH:21])[N:19]=2)[CH:13]=1, predict the reaction product. The product is: [Cl:7][C:8]1[CH:9]=[CH:10][C:11]([O:22][CH2:23][C:24]2[CH:25]=[CH:26][CH:27]=[CH:28][CH:29]=2)=[C:12]([CH2:14][C:15]2[S:16][CH:17]=[C:18]([CH:20]=[O:21])[N:19]=2)[CH:13]=1. (3) Given the reactants [NH:1]1[CH2:4][CH:3]([OH:5])[CH2:2]1.Br[C:7]1[CH:12]=[CH:11][CH:10]=[CH:9][CH:8]=1.C(P(C(C)(C)C)C1C=CC=CC=1C1C=CC=CC=1)(C)(C)C.CC([O-])(C)C.[Na+], predict the reaction product. The product is: [C:7]1([N:1]2[CH2:4][CH:3]([OH:5])[CH2:2]2)[CH:12]=[CH:11][CH:10]=[CH:9][CH:8]=1. (4) Given the reactants C(=O)([O-])[O-].[K+].[K+].[CH3:7][O:8][C:9]([C:11]1[C:19]2[C:14](=[CH:15][CH:16]=[C:17]([CH3:20])[CH:18]=2)[NH:13][CH:12]=1)=[O:10].Cl[C:22]1[C:31]2[C:26](=[CH:27][CH:28]=[CH:29][CH:30]=2)[N:25]=[CH:24][CH:23]=1, predict the reaction product. The product is: [CH3:7][O:8][C:9]([C:11]1[C:19]2[C:14](=[CH:15][CH:16]=[C:17]([CH3:20])[CH:18]=2)[N:13]([C:22]2[C:31]3[C:26](=[CH:27][CH:28]=[CH:29][CH:30]=3)[N:25]=[CH:24][CH:23]=2)[CH:12]=1)=[O:10]. (5) Given the reactants [C:1]([O:5][C:6]([N:8]1[CH2:13][CH2:12][C:11]([OH:22])([C:14]2[C:19]([Cl:20])=[CH:18][CH:17]=[C:16](Cl)[N:15]=2)[CH2:10][CH2:9]1)=[O:7])([CH3:4])([CH3:3])[CH3:2].C(=O)([O-])[O-].[K+].[K+].[CH2:29](B(CC)CC)[CH3:30].C1COCC1, predict the reaction product. The product is: [C:1]([O:5][C:6]([N:8]1[CH2:13][CH2:12][C:11]([OH:22])([C:14]2[C:19]([Cl:20])=[CH:18][CH:17]=[C:16]([CH2:29][CH3:30])[N:15]=2)[CH2:10][CH2:9]1)=[O:7])([CH3:4])([CH3:3])[CH3:2].